The task is: Predict the reaction yield, written as a fraction of the theoretical maximum amount of product (1.0 means a 100% yield; for example, 0.34 means a 34% yield).. This data is from Reaction yield outcomes from USPTO patents with 853,638 reactions. (1) The yield is 0.450. The catalyst is CO. The product is [OH:1][CH2:2][CH2:3][C@H:4]([NH:15][C:16]([C:18]1[CH:19]=[N:20][N:21]([C:24]2[CH:29]=[CH:28][C:27]([Cl:30])=[CH:26][CH:25]=2)[C:22]=1[CH3:23])=[O:17])[C:5]1[CH:10]=[CH:9][CH:8]=[C:7]([C:11]([F:14])([F:13])[F:12])[CH:6]=1. The reactants are [O:1]=[CH:2][CH2:3][C@H:4]([NH:15][C:16]([C:18]1[CH:19]=[N:20][N:21]([C:24]2[CH:29]=[CH:28][C:27]([Cl:30])=[CH:26][CH:25]=2)[C:22]=1[CH3:23])=[O:17])[C:5]1[CH:10]=[CH:9][CH:8]=[C:7]([C:11]([F:14])([F:13])[F:12])[CH:6]=1.[BH4-].[Na+]. (2) The reactants are [CH:1]([N:4]([CH:7]([CH3:9])C)CC)([CH3:3])C.[Cl:10][C:11]1[CH:12]=[CH:13][C:14]2[N:19]=[C:18]([C:20]3[C:29]4[C:24](=[CH:25][CH:26]=[CH:27][CH:28]=4)[CH:23]=[CH:22][CH:21]=3)[O:17][C:16](=[O:30])[C:15]=2[CH:31]=1.N1CCCC1. No catalyst specified. The product is [Cl:10][C:11]1[CH:12]=[CH:13][C:14]([NH:19][C:18]([C:20]2[C:29]3[C:24](=[CH:25][CH:26]=[CH:27][CH:28]=3)[CH:23]=[CH:22][CH:21]=2)=[O:17])=[C:15]([C:16]([N:4]2[CH2:1][CH2:3][CH2:9][CH2:7]2)=[O:30])[CH:31]=1. The yield is 0.860.